Dataset: Reaction yield outcomes from USPTO patents with 853,638 reactions. Task: Predict the reaction yield, written as a fraction of the theoretical maximum amount of product (1.0 means a 100% yield; for example, 0.34 means a 34% yield). (1) The reactants are [CH3:1][C:2]1[CH:3]=[C:4]([C:9]2[N:10]=[C:11]([NH2:20])[S:12][C:13]=2[C:14]2[CH:19]=[CH:18][N:17]=[CH:16][CH:15]=2)[CH:5]=[C:6]([CH3:8])[CH:7]=1.Cl.[C:22](Cl)(=[O:29])[C:23]1[CH:28]=[CH:27][N:26]=[CH:25][CH:24]=1.C(=O)([O-])O.[Na+]. The catalyst is CN(C)C1C=CN=CC=1.CN(C)C(=O)C. The product is [CH3:1][C:2]1[CH:3]=[C:4]([C:9]2[N:10]=[C:11]([NH:20][C:22](=[O:29])[C:23]3[CH:28]=[CH:27][N:26]=[CH:25][CH:24]=3)[S:12][C:13]=2[C:14]2[CH:19]=[CH:18][N:17]=[CH:16][CH:15]=2)[CH:5]=[C:6]([CH3:8])[CH:7]=1. The yield is 0.320. (2) The reactants are [CH3:1][O:2][C:3](=[O:28])[NH:4][CH:5]([C:9]([N:11]1[CH2:15][CH2:14][CH2:13][CH:12]1[C:16]1[NH:17][C:18]([C:21]2[CH:26]=[CH:25][C:24](Br)=[CH:23][CH:22]=2)=[CH:19][N:20]=1)=[O:10])[CH:6]([CH3:8])[CH3:7].[CH3:29][O:30][C:31](=[O:68])[NH:32][CH:33]([C:37]([N:39]1[CH2:43][CH2:42][CH2:41][CH:40]1[C:44]1[NH:45][C:46]([C:49]2[CH:58]=[CH:57][C:56]3[C:51](=[CH:52][CH:53]=[C:54](B4OC(C)(C)C(C)(C)O4)[CH:55]=3)[CH:50]=2)=[CH:47][N:48]=1)=[O:38])[CH:34]([CH3:36])[CH3:35].C([O-])([O-])=O.[K+].[K+].N#N. The catalyst is C1(C)C=CC=CC=1.C1C=CC([P]([Pd]([P](C2C=CC=CC=2)(C2C=CC=CC=2)C2C=CC=CC=2)([P](C2C=CC=CC=2)(C2C=CC=CC=2)C2C=CC=CC=2)[P](C2C=CC=CC=2)(C2C=CC=CC=2)C2C=CC=CC=2)(C2C=CC=CC=2)C2C=CC=CC=2)=CC=1.C1C=CC(P(C2C=CC=CC=2)[C-]2C=CC=C2)=CC=1.C1C=CC(P(C2C=CC=CC=2)[C-]2C=CC=C2)=CC=1.Cl[Pd]Cl.[Fe+2].CN(C=O)C. The product is [CH3:29][O:30][C:31](=[O:68])[NH:32][CH:33]([C:37]([N:39]1[CH2:43][CH2:42][CH2:41][CH:40]1[C:44]1[NH:45][C:46]([C:49]2[CH:58]=[CH:57][C:56]3[C:51](=[CH:52][CH:53]=[C:54]([C:24]4[CH:25]=[CH:26][C:21]([C:18]5[NH:17][C:16]([CH:12]6[CH2:13][CH2:14][CH2:15][N:11]6[C:9](=[O:10])[CH:5]([NH:4][C:3]([O:2][CH3:1])=[O:28])[CH:6]([CH3:8])[CH3:7])=[N:20][CH:19]=5)=[CH:22][CH:23]=4)[CH:55]=3)[CH:50]=2)=[CH:47][N:48]=1)=[O:38])[CH:34]([CH3:36])[CH3:35]. The yield is 0.350. (3) The product is [NH2:1][C:2]1[C:7]([F:8])=[C:6]([C:9]2[CH:14]=[CH:13][C:12]([N+:15]([O-:17])=[O:16])=[CH:11][CH:10]=2)[N:5]=[C:4]([C:18]([OH:20])=[O:19])[C:3]=1[Cl:22]. The reactants are [NH2:1][C:2]1[C:7]([F:8])=[C:6]([C:9]2[CH:14]=[CH:13][C:12]([N+:15]([O-:17])=[O:16])=[CH:11][CH:10]=2)[N:5]=[C:4]([C:18]([O:20]C)=[O:19])[C:3]=1[Cl:22].[OH-].[Na+]. The catalyst is CO. The yield is 1.00. (4) The reactants are [C:1]1([CH:7]([C:11]2[CH:16]=[CH:15][CH:14]=[CH:13][CH:12]=2)[C:8](Cl)=[O:9])[CH:6]=[CH:5][CH:4]=[CH:3][CH:2]=1.[NH2:17][CH2:18][CH2:19][CH2:20][N:21]1[CH2:26][CH2:25][CH:24]([C:27]2[CH:28]=[C:29]([NH:33][C:34](=[O:38])[CH:35]([CH3:37])[CH3:36])[CH:30]=[CH:31][CH:32]=2)[CH2:23][CH2:22]1.C(N(CC)CC)C. The catalyst is C1COCC1. The product is [C:1]1([CH:7]([C:11]2[CH:16]=[CH:15][CH:14]=[CH:13][CH:12]=2)[C:8]([NH:17][CH2:18][CH2:19][CH2:20][N:21]2[CH2:26][CH2:25][CH:24]([C:27]3[CH:28]=[C:29]([NH:33][C:34](=[O:38])[CH:35]([CH3:36])[CH3:37])[CH:30]=[CH:31][CH:32]=3)[CH2:23][CH2:22]2)=[O:9])[CH:6]=[CH:5][CH:4]=[CH:3][CH:2]=1. The yield is 0.620. (5) The reactants are [CH3:1][O:2][C:3]1[C:4](=[O:23])[C:5]([C:19]([O:21]C)=[O:20])=[N:6][N:7]([C:9]2[CH:10]=[CH:11][CH:12]=[C:13]3[C:18]=2[N:17]=[CH:16][CH:15]=[CH:14]3)[CH:8]=1.[OH-].[Na+].C1COCC1.Cl. The catalyst is CO. The product is [CH3:1][O:2][C:3]1[C:4](=[O:23])[C:5]([C:19]([OH:21])=[O:20])=[N:6][N:7]([C:9]2[CH:10]=[CH:11][CH:12]=[C:13]3[C:18]=2[N:17]=[CH:16][CH:15]=[CH:14]3)[CH:8]=1. The yield is 0.750. (6) The reactants are [NH2:1][C:2]1[CH:3]=[N:4][CH:5]=[C:6]([CH:10]=1)[C:7]([OH:9])=O.[NH2:11][C:12]1[CH:13]=[C:14]([C@@H:18]([NH:20][C:21]2[CH:26]=[N:25][CH:24]=[C:23]([Cl:27])[N:22]=2)[CH3:19])[CH:15]=[CH:16][CH:17]=1.Cl.CN(C)CCCN=C=NCC.CN1CCOCC1. The catalyst is CN(C)C=O.C(OCC)(=O)C. The product is [NH2:1][C:2]1[CH:3]=[N:4][CH:5]=[C:6]([CH:10]=1)[C:7]([NH:11][C:12]1[CH:17]=[CH:16][CH:15]=[C:14]([C@@H:18]([NH:20][C:21]2[CH:26]=[N:25][CH:24]=[C:23]([Cl:27])[N:22]=2)[CH3:19])[CH:13]=1)=[O:9]. The yield is 0.380. (7) The reactants are [OH:1][C@@H:2]([C:23]1[CH:28]=[CH:27][CH:26]=[CH:25][CH:24]=1)[CH2:3][CH2:4][N:5]1[CH2:10][CH2:9][CH:8]([C:11]2[CH:12]=[C:13]([NH:17][C:18](=[O:22])[CH:19]([CH3:21])[CH3:20])[CH:14]=[CH:15][CH:16]=2)[CH2:7][CH2:6]1.[CH3:29][O:30][C:31]1[CH:32]=[C:33](O)[CH:34]=[CH:35][CH:36]=1.C1(P(C2C=CC=CC=2)C2C=CC=CC=2)C=CC=CC=1.N(C(OCC)=O)=NC(OCC)=O.N. The catalyst is C1COCC1.C(Cl)(Cl)Cl. The product is [CH3:29][O:30][C:31]1[CH:36]=[C:35]([CH:34]=[CH:33][CH:32]=1)[O:1][C@H:2]([C:23]1[CH:24]=[CH:25][CH:26]=[CH:27][CH:28]=1)[CH2:3][CH2:4][N:5]1[CH2:10][CH2:9][CH:8]([C:11]2[CH:12]=[C:13]([NH:17][C:18](=[O:22])[CH:19]([CH3:21])[CH3:20])[CH:14]=[CH:15][CH:16]=2)[CH2:7][CH2:6]1. The yield is 0.466.